From a dataset of Forward reaction prediction with 1.9M reactions from USPTO patents (1976-2016). Predict the product of the given reaction. (1) Given the reactants [NH2:1][C:2]1[C:10]([OH:11])=[CH:9][CH:8]=[CH:7][C:3]=1[C:4]([OH:6])=O.CCN=C=NCCCN(C)C.OC1C2N=NNC=2C=CC=1.[F:33][C:34]([F:44])([F:43])[C:35]1[CH:42]=[CH:41][C:38]([CH2:39][NH2:40])=[CH:37][CH:36]=1, predict the reaction product. The product is: [F:33][C:34]([F:43])([F:44])[C:35]1[CH:42]=[CH:41][C:38]([CH2:39][NH:40][C:4](=[O:6])[C:3]2[CH:7]=[CH:8][CH:9]=[C:10]([OH:11])[C:2]=2[NH2:1])=[CH:37][CH:36]=1. (2) Given the reactants [CH2:1]([O:8][C:9]1[CH:18]=[CH:17][CH:16]=[C:15]2[C:10]=1[CH2:11][CH2:12][CH2:13][CH:14]2[C:19](O)=[O:20])[C:2]1[CH:7]=[CH:6][CH:5]=[CH:4][CH:3]=1.[CH3:22][N:23]([CH3:41])[C:24]1[CH:29]=[CH:28][C:27]([CH2:30][NH:31][C:32]2[CH:33]=[N:34][C:35]([CH:38]([CH3:40])[CH3:39])=[CH:36][CH:37]=2)=[CH:26][CH:25]=1, predict the reaction product. The product is: [CH2:1]([O:8][C:9]1[CH:18]=[CH:17][CH:16]=[C:15]2[C:10]=1[CH2:11][CH2:12][CH2:13][CH:14]2[C:19]([N:31]([CH2:30][C:27]1[CH:26]=[CH:25][C:24]([N:23]([CH3:41])[CH3:22])=[CH:29][CH:28]=1)[C:32]1[CH:33]=[N:34][C:35]([CH:38]([CH3:39])[CH3:40])=[CH:36][CH:37]=1)=[O:20])[C:2]1[CH:3]=[CH:4][CH:5]=[CH:6][CH:7]=1. (3) Given the reactants C([O:4][C@@H:5]1[CH2:22][C@@:20]2([CH3:21])[C@@H:16]([CH2:17][CH:18]=[C:19]2[C:23]2[CH:24]=[N:25][CH:26]=[C:27]([F:29])[CH:28]=2)[C@H:15]2[C@H:6]1[C:7]1[CH:8]=[CH:9][C:10]([C:30]([O:32][CH3:33])=[O:31])=[CH:11][C:12]=1[CH2:13][CH2:14]2)(=O)C.C(=O)([O-])[O-].[K+].[K+], predict the reaction product. The product is: [F:29][C:27]1[CH:28]=[C:23]([C:19]2[C@:20]3([CH2:22][C@@H:5]([OH:4])[C@H:6]4[C@@H:15]([CH2:14][CH2:13][C:12]5[CH:11]=[C:10]([C:30]([O:32][CH3:33])=[O:31])[CH:9]=[CH:8][C:7]=54)[C@@H:16]3[CH2:17][CH:18]=2)[CH3:21])[CH:24]=[N:25][CH:26]=1. (4) Given the reactants [NH2:1][CH2:2][CH2:3][CH2:4][CH2:5][N:6]1[C:18]2[C:17]3[CH:16]=[CH:15][CH:14]=[CH:13][C:12]=3[N:11]=[C:10]([NH2:19])[C:9]=2[N:8]=[C:7]1[CH2:20][CH:21]1[CH2:23][CH2:22]1.[CH3:24][S:25](O[S:25]([CH3:24])(=[O:27])=[O:26])(=[O:27])=[O:26], predict the reaction product. The product is: [NH2:19][C:10]1[C:9]2[N:8]=[C:7]([CH2:20][CH:21]3[CH2:23][CH2:22]3)[N:6]([CH2:5][CH2:4][CH2:3][CH2:2][NH:1][S:25]([CH3:24])(=[O:27])=[O:26])[C:18]=2[C:17]2[CH:16]=[CH:15][CH:14]=[CH:13][C:12]=2[N:11]=1.